Regression. Given two drug SMILES strings and cell line genomic features, predict the synergy score measuring deviation from expected non-interaction effect. From a dataset of NCI-60 drug combinations with 297,098 pairs across 59 cell lines. (1) Drug 1: C1=CC(=C2C(=C1NCCNCCO)C(=O)C3=C(C=CC(=C3C2=O)O)O)NCCNCCO. Drug 2: CC1CCCC2(C(O2)CC(NC(=O)CC(C(C(=O)C(C1O)C)(C)C)O)C(=CC3=CSC(=N3)C)C)C. Cell line: OVCAR3. Synergy scores: CSS=24.2, Synergy_ZIP=-3.04, Synergy_Bliss=1.00, Synergy_Loewe=0.892, Synergy_HSA=1.04. (2) Drug 1: CN(C)C1=NC(=NC(=N1)N(C)C)N(C)C. Drug 2: CC1C(C(=O)NC(C(=O)N2CCCC2C(=O)N(CC(=O)N(C(C(=O)O1)C(C)C)C)C)C(C)C)NC(=O)C3=C4C(=C(C=C3)C)OC5=C(C(=O)C(=C(C5=N4)C(=O)NC6C(OC(=O)C(N(C(=O)CN(C(=O)C7CCCN7C(=O)C(NC6=O)C(C)C)C)C)C(C)C)C)N)C. Cell line: CCRF-CEM. Synergy scores: CSS=0.638, Synergy_ZIP=1.64, Synergy_Bliss=2.79, Synergy_Loewe=1.73, Synergy_HSA=0.0287. (3) Drug 1: CC1=C2C(C(=O)C3(C(CC4C(C3C(C(C2(C)C)(CC1OC(=O)C(C(C5=CC=CC=C5)NC(=O)C6=CC=CC=C6)O)O)OC(=O)C7=CC=CC=C7)(CO4)OC(=O)C)O)C)OC(=O)C. Drug 2: CNC(=O)C1=NC=CC(=C1)OC2=CC=C(C=C2)NC(=O)NC3=CC(=C(C=C3)Cl)C(F)(F)F. Cell line: RXF 393. Synergy scores: CSS=23.6, Synergy_ZIP=7.27, Synergy_Bliss=14.0, Synergy_Loewe=14.6, Synergy_HSA=12.0. (4) Drug 1: CC12CCC3C(C1CCC2=O)CC(=C)C4=CC(=O)C=CC34C. Drug 2: CC1C(C(CC(O1)OC2CC(CC3=C2C(=C4C(=C3O)C(=O)C5=CC=CC=C5C4=O)O)(C(=O)C)O)N)O. Cell line: SK-MEL-5. Synergy scores: CSS=53.9, Synergy_ZIP=2.30, Synergy_Bliss=0.875, Synergy_Loewe=-10.2, Synergy_HSA=0.412.